From a dataset of Forward reaction prediction with 1.9M reactions from USPTO patents (1976-2016). Predict the product of the given reaction. (1) Given the reactants C([O:3][C:4]([C:6]1[O:10][N:9]=[C:8]([C:11]([CH3:14])([CH3:13])[CH3:12])[C:7]=1[C:15]#[N:16])=[O:5])C.[Li+].[OH-], predict the reaction product. The product is: [C:11]([C:8]1[C:7]([C:15]#[N:16])=[C:6]([C:4]([OH:5])=[O:3])[O:10][N:9]=1)([CH3:14])([CH3:12])[CH3:13]. (2) Given the reactants [Mg].BrC1C=C(OC)C(OC)=C(C2OCCCO2)C=1.[O:19]1[CH2:24][CH2:23][CH2:22][O:21][CH:20]1[C:25]1[CH:26]=[C:27]([CH:35]([C:37]2[CH:42]=[C:41]([C:43]3[O:44][CH:45]=[CH:46][CH:47]=3)[CH:40]=[CH:39][C:38]=2[O:48][CH3:49])[OH:36])[CH:28]=[C:29]([O:33][CH3:34])[C:30]=1[O:31][CH3:32].[Cr](O[Cr]([O-])(=O)=O)([O-])(=O)=O.[NH+]1C=CC=CC=1.[NH+]1C=CC=CC=1, predict the reaction product. The product is: [O:19]1[CH2:24][CH2:23][CH2:22][O:21][CH:20]1[C:25]1[CH:26]=[C:27]([C:35]([C:37]2[CH:42]=[C:41]([C:43]3[O:44][CH:45]=[CH:46][CH:47]=3)[CH:40]=[CH:39][C:38]=2[O:48][CH3:49])=[O:36])[CH:28]=[C:29]([O:33][CH3:34])[C:30]=1[O:31][CH3:32]. (3) Given the reactants C(NC(C)C)(C)C.C([N:10]([CH2:21][CH3:22])[C:11](=[O:20])[C:12]1[CH:17]=[CH:16][CH:15]=[C:14]([CH3:18])[C:13]=1[CH3:19])C.C(C[CH2:26][N:27]1[CH2:31][CH2:30][C@@H:29]([OH:32])[CH2:28]1)#N.O, predict the reaction product. The product is: [OH:32][C@@H:29]1[CH2:30][CH2:31][N:27]([CH2:26][CH2:22][C:21]2[NH:10][C:11](=[O:20])[C:12]3[C:13]([CH:19]=2)=[C:14]([CH3:18])[CH:15]=[CH:16][CH:17]=3)[CH2:28]1. (4) The product is: [F:11][C:12]1[CH:21]=[CH:20][C:15]([C:16]2[N:19]=[C:4]([CH2:3][C:1]#[N:2])[NH:6][N:7]=2)=[CH:14][CH:13]=1. Given the reactants [C:1]([CH2:3][C:4]([NH:6][NH2:7])=O)#[N:2].[OH-].[Na+].Cl.[F:11][C:12]1[CH:21]=[CH:20][C:15]([C:16](=[NH:19])OC)=[CH:14][CH:13]=1, predict the reaction product. (5) Given the reactants CN(OC)[C:3](=[O:20])[CH:4]([NH2:19])[CH:5]([CH:13]1[CH2:18][CH2:17][CH2:16][CH2:15][CH2:14]1)[C:6]([O:8][C:9]([CH3:12])([CH3:11])[CH3:10])=[O:7].[H-].COCCO[Al+]OCCOC.[Na+].[H-].[OH-].[Na+], predict the reaction product. The product is: [CH:13]1([CH:5]([C:6]([O:8][C:9]([CH3:12])([CH3:11])[CH3:10])=[O:7])[CH:4]([NH2:19])[CH:3]=[O:20])[CH2:14][CH2:15][CH2:16][CH2:17][CH2:18]1. (6) Given the reactants [O:1]=[C:2]1[N:11]([NH:12][S:13]([CH3:16])(=[O:15])=[O:14])[C:10](=[O:17])[C:9]2[C:4](=[CH:5][C:6]([C:23]([F:26])([F:25])[F:24])=[C:7]([C@H:18]3[CH2:22][CH2:21][CH2:20][O:19]3)[CH:8]=2)[NH:3]1.[C:27](Cl)(=[O:32])[CH2:28][CH2:29][CH2:30][CH3:31], predict the reaction product. The product is: [O:1]=[C:2]1[N:11]([N:12]([C:27](=[O:32])[CH2:28][CH2:29][CH2:30][CH3:31])[S:13]([CH3:16])(=[O:15])=[O:14])[C:10](=[O:17])[C:9]2[C:4](=[CH:5][C:6]([C:23]([F:25])([F:26])[F:24])=[C:7]([C@H:18]3[CH2:22][CH2:21][CH2:20][O:19]3)[CH:8]=2)[NH:3]1.